Task: Predict the reactants needed to synthesize the given product.. Dataset: Full USPTO retrosynthesis dataset with 1.9M reactions from patents (1976-2016) (1) Given the product [C:24]1([NH:23][C:20]([C:14]2([C:11]3[CH:10]=[CH:9][C:8]([S:5](/[CH:4]=[CH:3]/[C:1]#[N:2])(=[O:7])=[O:6])=[CH:13][CH:12]=3)[CH2:19][CH2:18][O:17][CH2:16][CH2:15]2)=[O:21])[CH:29]=[CH:28][CH:27]=[CH:26][CH:25]=1, predict the reactants needed to synthesize it. The reactants are: [C:1](/[CH:3]=[CH:4]/[S:5]([C:8]1[CH:13]=[CH:12][C:11]([C:14]2([C:20](O)=[O:21])[CH2:19][CH2:18][O:17][CH2:16][CH2:15]2)=[CH:10][CH:9]=1)(=[O:7])=[O:6])#[N:2].[NH2:23][C:24]1[CH:29]=[CH:28][CH:27]=[CH:26][CH:25]=1.ON1C2C=CC=CC=2N=N1.Cl.CN(C)CCCN=C=NCC. (2) Given the product [O:22]1[C:26]2[CH:27]=[CH:28][C:29]([C:31]([C:33]3[CH:38]=[CH:37][CH:36]=[C:35]([O:39][CH3:40])[CH:34]=3)=[CH:9][C:10]#[N:11])=[CH:30][C:25]=2[O:24][CH2:23]1, predict the reactants needed to synthesize it. The reactants are: C(OP([CH2:9][C:10]#[N:11])(=O)OCC)C.C[Si]([N-][Si](C)(C)C)(C)C.[Li+].[O:22]1[C:26]2[CH:27]=[CH:28][C:29]([C:31]([C:33]3[CH:38]=[CH:37][CH:36]=[C:35]([O:39][CH3:40])[CH:34]=3)=O)=[CH:30][C:25]=2[O:24][CH2:23]1.O. (3) Given the product [OH:40][CH2:39][C:13]1[CH:12]=[CH:11][CH:10]=[C:9]2[C:14]=1[CH2:15][CH2:16][N:7]1[C:6](=[O:17])[CH2:5][N:4]=[C:3]([C:18]3[CH:23]=[CH:22][CH:21]=[C:20]([O:24][CH3:25])[CH:19]=3)[CH:2]=[C:8]12, predict the reactants needed to synthesize it. The reactants are: Br[C:2]1[C:3]([C:18]2[CH:23]=[CH:22][CH:21]=[C:20]([O:24][CH3:25])[CH:19]=2)=[N:4][CH2:5][C:6](=[O:17])[N:7]2[CH2:16][CH2:15][C:14]3[C:9](=[CH:10][CH:11]=[CH:12][CH:13]=3)[C:8]=12.C([Sn]([CH2:39][OH:40])(CCCC)CCCC)CCC. (4) The reactants are: [C:1]1([CH3:19])[CH:6]=[CH:5][CH:4]=[C:3]([C:7]2[C:12]([CH2:13][NH2:14])=[CH:11][CH:10]=[C:9]([C:15]([F:18])([F:17])[F:16])[N:8]=2)[CH:2]=1.[F:20][C:21]1[CH:22]=[C:23]([CH:33]([CH3:37])[C:34](O)=[O:35])[CH:24]=[CH:25][C:26]=1[CH2:27][NH:28][S:29]([CH3:32])(=[O:31])=[O:30].F[B-](F)(F)F.N1(OC(N(C)C)=[N+](C)C)C2C=CC=CC=2N=N1.C(N(C(C)C)C(C)C)C. Given the product [F:20][C:21]1[CH:22]=[C:23]([CH:33]([CH3:37])[C:34]([NH:14][CH2:13][C:12]2[C:7]([C:3]3[CH:2]=[C:1]([CH3:19])[CH:6]=[CH:5][CH:4]=3)=[N:8][C:9]([C:15]([F:16])([F:18])[F:17])=[CH:10][CH:11]=2)=[O:35])[CH:24]=[CH:25][C:26]=1[CH2:27][NH:28][S:29]([CH3:32])(=[O:31])=[O:30], predict the reactants needed to synthesize it. (5) Given the product [CH:6]1([CH2:4][OH:3])[CH:13]2[N:9]([CH2:10][CH2:11][CH2:12]2)[CH2:8][CH2:7]1, predict the reactants needed to synthesize it. The reactants are: C([O:3][C:4]([CH:6]1[CH:13]2[N:9]([CH2:10][CH2:11][CH2:12]2)[CH2:8][CH2:7]1)=O)C.